From a dataset of Full USPTO retrosynthesis dataset with 1.9M reactions from patents (1976-2016). Predict the reactants needed to synthesize the given product. (1) Given the product [CH3:27][C:25]1[N:26]=[C:22]([C:20]2[S:21][C:14]3[C:15](=[N:16][CH:17]=[CH:18][C:13]=3[NH:11][C:7]3[CH:8]=[C:9]4[C:4](=[CH:5][CH:6]=3)[NH:3][C:2]([CH3:1])=[CH:10]4)[CH:19]=2)[S:23][C:24]=1[C:28]([OH:31])([CH3:30])[CH3:29], predict the reactants needed to synthesize it. The reactants are: [CH3:1][C:2]1[NH:3][C:4]2[C:9]([CH:10]=1)=[CH:8][C:7]([NH2:11])=[CH:6][CH:5]=2.Cl[C:13]1[CH:18]=[CH:17][N:16]=[C:15]2[CH:19]=[C:20]([C:22]3[S:23][C:24]([C:28]([OH:31])([CH3:30])[CH3:29])=[C:25]([CH3:27])[N:26]=3)[S:21][C:14]=12. (2) Given the product [OH:15][C@H:14]1[C@H:10]([NH:9][C:4]2[CH:3]=[C:2]([N:30]3[CH2:35][CH2:34][O:33][CH2:32][CH2:31]3)[CH:7]=[C:6]([CH3:8])[N:5]=2)[CH2:11][N:12]([C:16](=[O:29])[CH2:17][C:18]2[CH:23]=[CH:22][C:21]([O:24][C:25]([F:28])([F:27])[F:26])=[CH:20][CH:19]=2)[CH2:13]1, predict the reactants needed to synthesize it. The reactants are: Cl[C:2]1[CH:7]=[C:6]([CH3:8])[N:5]=[C:4]([NH:9][C@H:10]2[C@H:14]([OH:15])[CH2:13][N:12]([C:16](=[O:29])[CH2:17][C:18]3[CH:23]=[CH:22][C:21]([O:24][C:25]([F:28])([F:27])[F:26])=[CH:20][CH:19]=3)[CH2:11]2)[CH:3]=1.[NH:30]1[CH2:35][CH2:34][O:33][CH2:32][CH2:31]1.CC(C)([O-])C.[Na+].C(P(C(C)(C)C)C1C=CC=CC=1C1C=CC=CC=1)(C)(C)C. (3) Given the product [Cl:1][C:2]1[CH:11]=[C:10]([C:12]([NH:15][C:16]2[C:17]([CH3:27])=[CH:18][C:19]([C:20]([O:22][CH3:23])=[O:21])=[CH:24][C:25]=2[CH3:26])=[O:14])[C:9]2[C:4](=[CH:5][CH:6]=[CH:7][CH:8]=2)[N:3]=1, predict the reactants needed to synthesize it. The reactants are: [Cl:1][C:2]1[CH:11]=[C:10]([C:12]([OH:14])=O)[C:9]2[C:4](=[CH:5][CH:6]=[CH:7][CH:8]=2)[N:3]=1.[NH2:15][C:16]1[C:25]([CH3:26])=[CH:24][C:19]([C:20]([O:22][CH3:23])=[O:21])=[CH:18][C:17]=1[CH3:27].C(N(CC)C(C)C)(C)C.CCCP1(OP(CCC)(=O)OP(CCC)(=O)O1)=O. (4) Given the product [Cl:9][C:8]1[N:1]=[C:2]([Cl:3])[N:4]=[C:5]([NH:17][CH2:16][C:15]2[CH:18]=[CH:19][C:12]([O:11][CH3:10])=[CH:13][CH:14]=2)[N:7]=1, predict the reactants needed to synthesize it. The reactants are: [N:1]1[C:8]([Cl:9])=[N:7][C:5](Cl)=[N:4][C:2]=1[Cl:3].[CH3:10][O:11][C:12]1[CH:19]=[CH:18][C:15]([CH2:16][NH2:17])=[CH:14][CH:13]=1.